This data is from Full USPTO retrosynthesis dataset with 1.9M reactions from patents (1976-2016). The task is: Predict the reactants needed to synthesize the given product. (1) Given the product [Br:1][C:2]1[CH:3]=[CH:4][C:5]([N:8]([CH2:9][C:10]2[CH:11]=[N:12][CH:13]=[CH:14][CH:15]=2)[S:18]([CH2:16][CH3:17])(=[O:20])=[O:19])=[CH:6][CH:7]=1, predict the reactants needed to synthesize it. The reactants are: [Br:1][C:2]1[CH:7]=[CH:6][C:5]([NH:8][CH2:9][C:10]2[CH:11]=[N:12][CH:13]=[CH:14][CH:15]=2)=[CH:4][CH:3]=1.[CH2:16]([S:18](Cl)(=[O:20])=[O:19])[CH3:17]. (2) Given the product [C:13]([NH:1][C:2]1[CH:3]=[CH:4][C:5]([CH2:8][CH2:9][C:10]([OH:12])=[O:11])=[CH:6][CH:7]=1)(=[O:15])[CH3:14], predict the reactants needed to synthesize it. The reactants are: [NH2:1][C:2]1[CH:7]=[CH:6][C:5]([CH2:8][CH2:9][C:10]([OH:12])=[O:11])=[CH:4][CH:3]=1.[C:13](OC(=O)C)(=[O:15])[CH3:14]. (3) Given the product [ClH:1].[ClH:1].[ClH:1].[NH:15]1[CH2:20][CH2:19][CH:18]([CH2:21][N:22]([CH3:37])[CH2:23][CH:24]2[CH2:25][CH2:26][NH:27][CH2:28][CH2:29]2)[CH2:17][CH2:16]1, predict the reactants needed to synthesize it. The reactants are: [ClH:1].C(OCC)(=O)C.C(OC([N:15]1[CH2:20][CH2:19][CH:18]([CH2:21][N:22]([CH3:37])[CH2:23][CH:24]2[CH2:29][CH2:28][N:27](C(OC(C)(C)C)=O)[CH2:26][CH2:25]2)[CH2:17][CH2:16]1)=O)(C)(C)C. (4) Given the product [Cl:20][C:21]1[C:22](=[O:23])[N:8]([C:4]2[CH:3]=[C:2]([I:1])[N:6]([CH3:7])[N:5]=2)[C:24](=[O:27])[C:25]=1[CH3:26], predict the reactants needed to synthesize it. The reactants are: [I:1][C:2]1[N:6]([CH3:7])[N:5]=[C:4]([NH2:8])[CH:3]=1.C1(C)C=CC(S(O)(=O)=O)=CC=1.[Cl:20][C:21]1[C:22](=O)[O:23][C:24](=[O:27])[C:25]=1[CH3:26]. (5) Given the product [CH3:1][O:2][C:3]([C:5]1[C:6]([CH3:45])=[C:7]2[C:12]([NH:13][C:14]3[CH:19]=[CH:18][C:17]([O:20][C:21]4[CH:26]=[CH:25][CH:24]=[CH:23][C:22]=4[O:27][C:28]([C:31](=[O:41])[NH:32][CH2:33][C:34]([OH:36])=[O:35])([CH3:30])[CH3:29])=[CH:16][CH:15]=3)=[C:11]([C:42]#[N:43])[CH:10]=[N:9][N:8]2[CH:44]=1)=[O:4], predict the reactants needed to synthesize it. The reactants are: [CH3:1][O:2][C:3]([C:5]1[C:6]([CH3:45])=[C:7]2[C:12]([NH:13][C:14]3[CH:19]=[CH:18][C:17]([O:20][C:21]4[CH:26]=[CH:25][CH:24]=[CH:23][C:22]=4[O:27][C:28]([C:31](=[O:41])[NH:32][CH2:33][C:34]([O:36]C(C)(C)C)=[O:35])([CH3:30])[CH3:29])=[CH:16][CH:15]=3)=[C:11]([C:42]#[N:43])[CH:10]=[N:9][N:8]2[CH:44]=1)=[O:4].